Dataset: Forward reaction prediction with 1.9M reactions from USPTO patents (1976-2016). Task: Predict the product of the given reaction. (1) Given the reactants [C:1]([O:5][C:6](=[O:42])[NH:7][C:8](=[N:23][C:24](=[O:41])[CH2:25][C:26]([C:31]1[CH:36]=[CH:35][C:34]([O:37][CH2:38][CH:39]=[CH2:40])=[CH:33][CH:32]=1)=[N:27][O:28][CH2:29][CH3:30])[CH2:9][C:10]1[CH:15]=[C:14]([Cl:16])[C:13]([NH:17][C:18](=[O:21])[CH2:19]Br)=[C:12]([Cl:22])[CH:11]=1)([CH3:4])([CH3:3])[CH3:2].[CH2:43]([NH2:46])[CH:44]=[CH2:45], predict the reaction product. The product is: [C:1]([O:5][C:6](=[O:42])[NH:7][C:8](=[N:23][C:24](=[O:41])[CH2:25][C:26]([C:31]1[CH:36]=[CH:35][C:34]([O:37][CH2:38][CH:39]=[CH2:40])=[CH:33][CH:32]=1)=[N:27][O:28][CH2:29][CH3:30])[CH2:9][C:10]1[CH:15]=[C:14]([Cl:16])[C:13]([NH:17][C:18](=[O:21])[CH2:19][NH:46][CH2:43][CH:44]=[CH2:45])=[C:12]([Cl:22])[CH:11]=1)([CH3:4])([CH3:3])[CH3:2]. (2) The product is: [Cl:11][C:9]1[CH:8]=[CH:7][C:5]2[N:6]=[C:2]([NH:13][CH3:12])[S:3][C:4]=2[CH:10]=1. Given the reactants Cl[C:2]1[S:3][C:4]2[CH:10]=[C:9]([Cl:11])[CH:8]=[CH:7][C:5]=2[N:6]=1.[CH3:12][NH2:13], predict the reaction product. (3) Given the reactants CC1(C)C(C)(C)[O:5][B:4]([C:9]2[CH:10]=[C:11]3[C:15](=[CH:16][CH:17]=2)[N:14]([S:18]([C:21]2[CH:28]=[CH:27][C:24]([C:25]#[N:26])=[CH:23][CH:22]=2)(=[O:20])=[O:19])[CH2:13][CH2:12]3)[O:3]1.I([O-])(=O)(=O)=O.[Na+].Cl, predict the reaction product. The product is: [OH:5][B:4]([OH:3])[C:9]1[CH:10]=[C:11]2[C:15](=[CH:16][CH:17]=1)[N:14]([S:18]([C:21]1[CH:28]=[CH:27][C:24]([C:25]#[N:26])=[CH:23][CH:22]=1)(=[O:20])=[O:19])[CH2:13][CH2:12]2. (4) Given the reactants Cl.C[O:3][C:4]1(OC)[C:12]2[C:7](=[CH:8][CH:9]=[C:10]([S:13][CH2:14][CH2:15][C:16]3[CH:25]=[CH:24][C:19]([C:20]([O:22][CH3:23])=[O:21])=[CH:18][CH:17]=3)[CH:11]=2)[N:6]([CH2:26][CH2:27][CH2:28][CH3:29])[C:5]1=[O:30], predict the reaction product. The product is: [O:30]=[C:5]1[C:4](=[O:3])[C:12]2[C:7](=[CH:8][CH:9]=[C:10]([S:13][CH2:14][CH2:15][C:16]3[CH:17]=[CH:18][C:19]([C:20]([O:22][CH3:23])=[O:21])=[CH:24][CH:25]=3)[CH:11]=2)[N:6]1[CH2:26][CH2:27][CH2:28][CH3:29]. (5) The product is: [F:40][C:37]1[CH:36]=[CH:35][C:34]([C:32]2[O:33][C:29]3[CH:28]=[C:27]([N:46]([CH3:51])[S:47]([CH3:50])(=[O:48])=[O:49])[C:26]([C:12]4[CH:11]=[CH:10][C:9]([OH:8])=[C:14]([C:15]5[C:23]([CH2:24][OH:25])=[C:18]6[CH:19]=[CH:20][CH:21]=[CH:22][N:17]6[N:16]=5)[N:13]=4)=[CH:45][C:30]=3[C:31]=2[C:41]([NH:43][CH3:44])=[O:42])=[CH:39][CH:38]=1. Given the reactants C([O:8][C:9]1[CH:10]=[CH:11][C:12]([C:26]2[C:27]([N:46]([CH3:51])[S:47]([CH3:50])(=[O:49])=[O:48])=[CH:28][C:29]3[O:33][C:32]([C:34]4[CH:39]=[CH:38][C:37]([F:40])=[CH:36][CH:35]=4)=[C:31]([C:41]([NH:43][CH3:44])=[O:42])[C:30]=3[CH:45]=2)=[N:13][C:14]=1[C:15]1[C:23]([CH2:24][OH:25])=[C:18]2[CH:19]=[CH:20][CH:21]=[CH:22][N:17]2[N:16]=1)C1C=CC=CC=1, predict the reaction product.